This data is from Reaction yield outcomes from USPTO patents with 853,638 reactions. The task is: Predict the reaction yield, written as a fraction of the theoretical maximum amount of product (1.0 means a 100% yield; for example, 0.34 means a 34% yield). The reactants are Br[C:2]1[C:3]2[O:12][CH:11]=[N:10][C:4]=2[C:5](=[O:9])[N:6]([CH3:8])[CH:7]=1.[CH:13]1([CH2:16][O:17][C:18]2[CH:23]=[CH:22][C:21]([S:24]([CH3:27])(=[O:26])=[O:25])=[CH:20][C:19]=2B2OC(C)(C)C(C)(C)O2)[CH2:15][CH2:14]1.[O-]P([O-])([O-])=O.[K+].[K+].[K+]. The catalyst is O1CCOCC1.O.C1C=CC(P(C2C=CC=CC=2)[C-]2C=CC=C2)=CC=1.C1C=CC(P(C2C=CC=CC=2)[C-]2C=CC=C2)=CC=1.Cl[Pd]Cl.[Fe+2]. The product is [CH:13]1([CH2:16][O:17][C:18]2[CH:23]=[CH:22][C:21]([S:24]([CH3:27])(=[O:26])=[O:25])=[CH:20][C:19]=2[C:2]2[C:3]3[O:12][CH:11]=[N:10][C:4]=3[C:5](=[O:9])[N:6]([CH3:8])[CH:7]=2)[CH2:14][CH2:15]1. The yield is 0.200.